Regression. Given a peptide amino acid sequence and an MHC pseudo amino acid sequence, predict their binding affinity value. This is MHC class II binding data. From a dataset of Peptide-MHC class II binding affinity with 134,281 pairs from IEDB. (1) The peptide sequence is CPTDCFRKHPDATYSRCGSG. The MHC is DRB1_0401 with pseudo-sequence DRB1_0401. The binding affinity (normalized) is 0.240. (2) The peptide sequence is PEVKYAVFEAALTKA. The binding affinity (normalized) is 0.445. The MHC is HLA-DPA10201-DPB11401 with pseudo-sequence HLA-DPA10201-DPB11401. (3) The peptide sequence is IQARAAALAFEQAYA. The MHC is DRB1_1001 with pseudo-sequence DRB1_1001. The binding affinity (normalized) is 0.528. (4) The peptide sequence is RNSRWSSPDNVKPLY. The MHC is DRB1_0901 with pseudo-sequence DRB1_0901. The binding affinity (normalized) is 0.190. (5) The peptide sequence is LGHRDALEDDLLNRN. The MHC is HLA-DQA10501-DQB10201 with pseudo-sequence HLA-DQA10501-DQB10201. The binding affinity (normalized) is 0.304.